Dataset: Full USPTO retrosynthesis dataset with 1.9M reactions from patents (1976-2016). Task: Predict the reactants needed to synthesize the given product. (1) Given the product [NH2:24][CH2:23][CH2:22][CH2:21][CH2:20][C:14]1[N:15]([CH2:16][CH:17]([CH3:19])[CH3:18])[C:11]2[C:10]3[CH:9]=[CH:8][CH:7]=[CH:6][C:5]=3[N:4]=[C:3]([NH2:2])[C:12]=2[N:13]=1, predict the reactants needed to synthesize it. The reactants are: Cl.[NH2:2][C:3]1[C:12]2[N:13]=[C:14]([CH2:20][CH2:21][CH2:22][CH2:23][NH:24]C(=O)OC(C)(C)C)[N:15]([CH2:16][CH:17]([CH3:19])[CH3:18])[C:11]=2[C:10]2[CH:9]=[CH:8][CH:7]=[CH:6][C:5]=2[N:4]=1. (2) Given the product [CH3:31][N:52]1[C:50]2[C:41](=[CH:40][CH:49]=[CH:48][CH:51]=2)[C:42](=[O:43])[N:13]([C:14]2[C:29]([F:30])=[CH:28][C:17]3[O:18][C:19]([F:26])([F:27])[C:20](=[O:25])[N:21]([CH2:22][C:23]#[CH:24])[C:16]=3[CH:15]=2)[C:1]1=[O:2], predict the reactants needed to synthesize it. The reactants are: [C:1](C1NC=CN=1)(C1NC=CN=1)=[O:2].[NH2:13][C:14]1[C:29]([F:30])=[CH:28][C:17]2[O:18][C:19]([F:27])([F:26])[C:20](=[O:25])[N:21]([CH2:22][C:23]#[CH:24])[C:16]=2[CH:15]=1.[CH2:31](N(CC)CC)C.CN[C:40]1[CH:49]=[CH:48]C=C[C:41]=1[C:42](OC)=[O:43].[C:50](#[N:52])[CH3:51]. (3) Given the product [F:25][C:19]1[CH:20]=[C:21]([F:24])[CH:22]=[CH:23][C:18]=1[N:8]1[C:7]2[N:6]=[C:5]3[CH:26]=[C:27]([N:39]4[CH2:38][CH2:37][N:36]([C:33]5[CH:32]=[CH:31][C:30]([F:29])=[CH:35][CH:34]=5)[CH2:41][CH2:40]4)[C:2]([F:1])=[CH:3][C:4]3=[CH:13][C:12]=2[C:11](=[O:14])[C:10]([C:15]([OH:17])=[O:16])=[CH:9]1, predict the reactants needed to synthesize it. The reactants are: [F:1][C:2]1[C:27](F)=[CH:26][C:5]2=[N:6][C:7]3[N:8]([C:18]4[CH:23]=[CH:22][C:21]([F:24])=[CH:20][C:19]=4[F:25])[CH:9]=[C:10]([C:15]([OH:17])=[O:16])[C:11](=[O:14])[C:12]=3[CH:13]=[C:4]2[CH:3]=1.[F:29][C:30]1[CH:35]=[CH:34][C:33]([N:36]2[CH2:41][CH2:40][NH:39][CH2:38][CH2:37]2)=[CH:32][CH:31]=1. (4) Given the product [CH3:28][O:29][C:30](=[O:62])[CH2:31][C:32]1[C:33](=[O:61])[N:34]([CH2:54][C:55]2[CH:60]=[CH:59][CH:58]=[CH:57][CH:56]=2)[C:35]2[C:40]([CH:41]=1)=[CH:39][CH:38]=[C:37]([O:42][CH2:43][CH2:44][CH2:45][NH2:46])[CH:36]=2, predict the reactants needed to synthesize it. The reactants are: COC(=O)CC1CC2C(=CC(OCCNC(OC(C)(C)C)=O)=CC=2)NC1=O.[CH3:28][O:29][C:30](=[O:62])[CH2:31][C:32]1[C:33](=[O:61])[N:34]([CH2:54][C:55]2[CH:60]=[CH:59][CH:58]=[CH:57][CH:56]=2)[C:35]2[C:40]([CH:41]=1)=[CH:39][CH:38]=[C:37]([O:42][CH2:43][CH2:44][CH2:45][NH:46]C(OC(C)(C)C)=O)[CH:36]=2. (5) Given the product [OH:40][C:41]1[CH:46]=[C:45]([C:2]2[CH:3]=[C:4]([CH:8]([NH:14][C:15]([C@@H:17]3[CH2:22][CH2:21][CH2:20][N:19]([C:23](=[O:39])[CH2:24][CH2:25][CH:26]4[CH2:27][CH2:28][N:29]([C:32]([O:34][C:35]([CH3:37])([CH3:36])[CH3:38])=[O:33])[CH2:30][CH2:31]4)[CH2:18]3)=[O:16])[CH2:9][C:10]([O:12][CH3:13])=[O:11])[CH:5]=[N:6][CH:7]=2)[CH:44]=[CH:43][CH:42]=1, predict the reactants needed to synthesize it. The reactants are: Br[C:2]1[CH:3]=[C:4]([CH:8]([NH:14][C:15]([C@@H:17]2[CH2:22][CH2:21][CH2:20][N:19]([C:23](=[O:39])[CH2:24][CH2:25][CH:26]3[CH2:31][CH2:30][N:29]([C:32]([O:34][C:35]([CH3:38])([CH3:37])[CH3:36])=[O:33])[CH2:28][CH2:27]3)[CH2:18]2)=[O:16])[CH2:9][C:10]([O:12][CH3:13])=[O:11])[CH:5]=[N:6][CH:7]=1.[OH:40][C:41]1[CH:42]=[C:43](B(O)O)[CH:44]=[CH:45][CH:46]=1.[F-].[K+]. (6) The reactants are: [Br:1][C:2]1[CH:3]=[C:4](Br)[C:5]2[O:9][CH2:8][CH2:7][C:6]=2[CH:10]=1.C([Li])CCC.CN(C)[CH:19]=[O:20].[Cl-].[NH4+]. Given the product [Br:1][C:2]1[CH:3]=[C:4]([CH:19]=[O:20])[C:5]2[O:9][CH2:8][CH2:7][C:6]=2[CH:10]=1, predict the reactants needed to synthesize it.